From a dataset of Catalyst prediction with 721,799 reactions and 888 catalyst types from USPTO. Predict which catalyst facilitates the given reaction. (1) Reactant: [C:1]([C:3]1[CH:8]=[CH:7][C:6]([C@H:9]2[N:14]3[N:15]=[N:16][N:17]=[C:13]3[N:12]([C:18]3[CH:23]=[CH:22][CH:21]=[C:20]([C:24]([F:27])([F:26])[F:25])[CH:19]=3)[C:11]([CH3:28])=[C:10]2[C:29](O)=[O:30])=[CH:5][CH:4]=1)#[N:2].[Cl-].[NH4+].C[N:35](C(ON1N=NC2C=CC=NC1=2)=[N+](C)C)C.F[P-](F)(F)(F)(F)F.C(N(CC)CC)C. Product: [C:1]([C:3]1[CH:4]=[CH:5][C:6]([C@H:9]2[N:14]3[N:15]=[N:16][N:17]=[C:13]3[N:12]([C:18]3[CH:23]=[CH:22][CH:21]=[C:20]([C:24]([F:26])([F:25])[F:27])[CH:19]=3)[C:11]([CH3:28])=[C:10]2[C:29]([NH2:35])=[O:30])=[CH:7][CH:8]=1)#[N:2]. The catalyst class is: 3. (2) The catalyst class is: 40. Product: [N:9]1[C:17]2[CH:16]=[CH:15][N:14]=[CH:13][C:12]=2[NH:11][C:10]=1[C:18]1[C:30]2[C:29]3[C:24](=[CH:25][CH:26]=[CH:27][CH:28]=3)[C:23](=[N:2][OH:3])[C:22]=2[CH:21]=[CH:20][CH:19]=1. Reactant: Cl.[NH2:2][OH:3].C([O-])(=O)C.[Na+].[N:9]1[C:17]2[CH:16]=[CH:15][N:14]=[CH:13][C:12]=2[NH:11][C:10]=1[C:18]1[C:30]2[C:29]3[C:24](=[CH:25][CH:26]=[CH:27][CH:28]=3)[C:23](=O)[C:22]=2[CH:21]=[CH:20][CH:19]=1. (3) Reactant: [CH:1]1([NH:6][C:7]([C:9]2[C:13]([CH2:14][OH:15])=[C:12]([C:16]3[CH:21]=[CH:20][C:19]([C:22]([F:25])([F:24])[F:23])=[CH:18][CH:17]=3)[O:11][N:10]=2)=[O:8])[CH2:5][CH2:4][CH2:3][CH2:2]1.[CH3:26][S:27](Cl)(=[O:29])=[O:28].C(N(CC)CC)C. Product: [CH3:26][S:27]([O:15][CH2:14][C:13]1[C:9]([C:7](=[O:8])[NH:6][CH:1]2[CH2:2][CH2:3][CH2:4][CH2:5]2)=[N:10][O:11][C:12]=1[C:16]1[CH:17]=[CH:18][C:19]([C:22]([F:24])([F:25])[F:23])=[CH:20][CH:21]=1)(=[O:29])=[O:28]. The catalyst class is: 4. (4) The catalyst class is: 2. Product: [CH:8]1([C:11]2[CH:16]=[CH:15][C:14]([CH:17]3[N:21]([CH2:22][CH2:23][C:24]4[CH:29]=[CH:28][C:27]([O:30][CH3:31])=[CH:26][CH:25]=4)[C:20](=[O:32])[C:19]4([CH2:33][CH2:34][N:35]([C:52]([N:46]5[CH2:51][CH2:50][CH2:49][CH2:48][CH2:47]5)=[O:53])[CH2:36][CH2:37]4)[N:18]3[CH3:38])=[CH:13][CH:12]=2)[CH2:10][CH2:9]1. Reactant: FC(F)(F)C(O)=O.[CH:8]1([C:11]2[CH:16]=[CH:15][C:14]([CH:17]3[N:21]([CH2:22][CH2:23][C:24]4[CH:29]=[CH:28][C:27]([O:30][CH3:31])=[CH:26][CH:25]=4)[C:20](=[O:32])[C:19]4([CH2:37][CH2:36][NH:35][CH2:34][CH2:33]4)[N:18]3[CH3:38])=[CH:13][CH:12]=2)[CH2:10][CH2:9]1.C(N(CC)CC)C.[N:46]1([C:52](Cl)=[O:53])[CH2:51][CH2:50][CH2:49][CH2:48][CH2:47]1. (5) Reactant: C([O:8][N:9]1[C:15](=[O:16])[N:14]2[CH2:17][C@H:10]1[CH2:11][CH2:12][C@H:13]2[C:18]1[CH:22]=[CH:21][O:20][N:19]=1)C1C=CC=CC=1. Product: [OH:8][N:9]1[C:15](=[O:16])[N:14]2[CH2:17][C@H:10]1[CH2:11][CH2:12][C@H:13]2[C:18]1[CH:22]=[CH:21][O:20][N:19]=1. The catalyst class is: 123. (6) Reactant: [CH:1]([C:3]1[CH:4]=[C:5]([CH:9]=[CH:10][CH:11]=1)[C:6](O)=[O:7])=[CH2:2].C(Cl)(=O)C([Cl:15])=O. Product: [CH:1]([C:3]1[CH:4]=[C:5]([CH:9]=[CH:10][CH:11]=1)[C:6]([Cl:15])=[O:7])=[CH2:2]. The catalyst class is: 59.